This data is from Reaction yield outcomes from USPTO patents with 853,638 reactions. The task is: Predict the reaction yield, written as a fraction of the theoretical maximum amount of product (1.0 means a 100% yield; for example, 0.34 means a 34% yield). The reactants are [H-].[Al+3].[Li+].[H-].[H-].[H-].[Cl:7][C:8]1[CH:13]=[C:12]([C:14]([F:17])([F:16])[F:15])[CH:11]=[C:10]([Cl:18])[C:9]=1[C:19]1[CH:20]=[CH:21][C:22]([CH3:29])=[C:23]([S:25](Cl)(=O)=O)[CH:24]=1.[ClH:30]. The catalyst is C(OCC)C. The product is [S:25]([C:23]1[CH:24]=[C:19]([C:9]2[C:10]([Cl:30])=[CH:11][C:12]([C:14]([F:16])([F:17])[F:15])=[CH:13][C:8]=2[Cl:7])[CH:20]=[CH:21][C:22]=1[CH3:29])[C:23]1[CH:24]=[C:19]([C:9]2[C:8]([Cl:7])=[CH:13][C:12]([C:14]([F:17])([F:16])[F:15])=[CH:11][C:10]=2[Cl:18])[CH:20]=[CH:21][C:22]=1[CH3:29]. The yield is 0.750.